From a dataset of Full USPTO retrosynthesis dataset with 1.9M reactions from patents (1976-2016). Predict the reactants needed to synthesize the given product. The reactants are: [C:1]([O:5][C:6]([NH:8][C@H:9]([C:29]([O:31][CH3:32])=[O:30])[CH2:10][C:11]1[CH:16]=[CH:15][C:14]([N:17]2[C:22](=[O:23])[C:21]3[CH:24]=[CH:25][N:26]=[CH:27][C:20]=3[NH:19][C:18]2=[O:28])=[CH:13][N:12]=1)=[O:7])([CH3:4])([CH3:3])[CH3:2].[C:33](=O)([O-])[O-].[K+].[K+].COS(C1C=CC(C)=CC=1)(=O)=O. Given the product [C:1]([O:5][C:6]([NH:8][C@H:9]([C:29]([O:31][CH3:32])=[O:30])[CH2:10][C:11]1[CH:16]=[CH:15][C:14]([N:17]2[C:22](=[O:23])[C:21]3[CH:24]=[CH:25][N:26]=[CH:27][C:20]=3[N:19]([CH3:33])[C:18]2=[O:28])=[CH:13][N:12]=1)=[O:7])([CH3:3])([CH3:4])[CH3:2], predict the reactants needed to synthesize it.